Dataset: CYP2D6 inhibition data for predicting drug metabolism from PubChem BioAssay. Task: Regression/Classification. Given a drug SMILES string, predict its absorption, distribution, metabolism, or excretion properties. Task type varies by dataset: regression for continuous measurements (e.g., permeability, clearance, half-life) or binary classification for categorical outcomes (e.g., BBB penetration, CYP inhibition). Dataset: cyp2d6_veith. (1) The molecule is C[N+]1(C)CC[C@@H](OC(=O)[C@@](O)(c2ccccc2)C2CCCC2)C1. The result is 0 (non-inhibitor). (2) The molecule is CCSCC[C@H](N)C(=O)O. The result is 0 (non-inhibitor). (3) The compound is COc1ccc2nc(N)sc2c1. The result is 0 (non-inhibitor). (4) The compound is CS(=O)(=O)N1CCC2(CCN(Cc3ccc(C#N)cc3)CC2)CC1. The result is 0 (non-inhibitor). (5) The drug is CCOc1ccc(/C=C2\C(=O)c3ccccc3OC2c2ccccc2)cc1. The result is 0 (non-inhibitor). (6) The result is 0 (non-inhibitor). The compound is Oc1ccccc1CNn1cnnc1. (7) The result is 0 (non-inhibitor). The compound is C#CCCCO/N=C1/C[C@@H](O)[C@@H](O)[C@H]2[C@H]1CC[C@H]1C(=O)N(c3ccc(F)cc3F)C(=O)[C@H]21. (8) The molecule is Cc1c(OC(=O)c2ccc([N+](=O)[O-])cc2)c2c(c[n+]1C)COC(C)(C)OC2.[I-]. The result is 0 (non-inhibitor).